From a dataset of Peptide-MHC class I binding affinity with 185,985 pairs from IEDB/IMGT. Regression. Given a peptide amino acid sequence and an MHC pseudo amino acid sequence, predict their binding affinity value. This is MHC class I binding data. (1) The peptide sequence is KLWAQCVQL. The MHC is HLA-B40:01 with pseudo-sequence HLA-B40:01. The binding affinity (normalized) is 0.0847. (2) The peptide sequence is MLGEETIKV. The MHC is HLA-B07:02 with pseudo-sequence HLA-B07:02. The binding affinity (normalized) is 0.0847. (3) The peptide sequence is HRIQEELFY. The MHC is HLA-B44:02 with pseudo-sequence HLA-B44:02. The binding affinity (normalized) is 0.0847. (4) The peptide sequence is KRKGGIGGY. The MHC is Mamu-B1001 with pseudo-sequence Mamu-B1001. The binding affinity (normalized) is 0. (5) The peptide sequence is AFTFSPTYK. The MHC is Patr-A0301 with pseudo-sequence Patr-A0301. The binding affinity (normalized) is 0.473. (6) The MHC is HLA-A03:01 with pseudo-sequence HLA-A03:01. The peptide sequence is AMVPLVMVI. The binding affinity (normalized) is 0.0847.